This data is from Forward reaction prediction with 1.9M reactions from USPTO patents (1976-2016). The task is: Predict the product of the given reaction. The product is: [Br:1][C:2]1[CH:3]=[C:4]2[C:9](=[CH:10][CH:11]=1)[N:8]=[CH:7][C:6]([N+:12]([O-:14])=[O:13])=[C:5]2[NH:16][C:17]1[C:18]([CH3:23])=[N:19][N:20]([CH3:22])[CH:21]=1. Given the reactants [Br:1][C:2]1[CH:3]=[C:4]2[C:9](=[CH:10][CH:11]=1)[N:8]=[CH:7][C:6]([N+:12]([O-:14])=[O:13])=[C:5]2Cl.[NH2:16][C:17]1[C:18]([CH3:23])=[N:19][N:20]([CH3:22])[CH:21]=1.CN1C(C)(C)CCCC1(C)C, predict the reaction product.